This data is from Forward reaction prediction with 1.9M reactions from USPTO patents (1976-2016). The task is: Predict the product of the given reaction. (1) Given the reactants [Cl:1][C:2]1[CH:3]=[C:4]([NH:11][S:12]([C:15]2[CH:20]=[CH:19][C:18]([Cl:21])=[C:17]([C:22]([F:25])([F:24])[F:23])[CH:16]=2)(=[O:14])=[O:13])[C:5]([C:8]([OH:10])=O)=[N:6][CH:7]=1.[F:26][C:27]1[CH:32]=[C:31]([F:33])[CH:30]=[CH:29][C:28]=1[NH:34][CH3:35].F[P-](F)(F)(F)(F)F.N1(O[P+](N(C)C)(N(C)C)N(C)C)C2C=CC=CC=2N=N1.CCN(C(C)C)C(C)C, predict the reaction product. The product is: [F:26][C:27]1[CH:32]=[C:31]([F:33])[CH:30]=[CH:29][C:28]=1[N:34]([CH3:35])[C:8]([C:5]1[C:4]([NH:11][S:12]([C:15]2[CH:20]=[CH:19][C:18]([Cl:21])=[C:17]([C:22]([F:23])([F:24])[F:25])[CH:16]=2)(=[O:14])=[O:13])=[CH:3][C:2]([Cl:1])=[CH:7][N:6]=1)=[O:10]. (2) The product is: [C:17]([CH2:16][N:15]([CH2:20][C:21]([OH:23])=[O:22])[C:14]1([CH3:28])[CH2:13][N:12]([CH2:24][C:25]([OH:27])=[O:26])[CH2:1][CH2:2][N:3]([CH2:8][C:9]([OH:11])=[O:10])[CH2:4]1)([OH:19])=[O:18]. Given the reactants [CH2:1]([N:12]([CH2:24][C:25]([OH:27])=[O:26])[CH2:13][CH2:14][N:15]([CH2:20][C:21]([OH:23])=[O:22])[CH2:16][C:17]([OH:19])=[O:18])[CH2:2][N:3]([CH2:8][C:9]([OH:11])=[O:10])[CH2:4]C(O)=O.[C:28](CN(CC(=O)NC)CCN(CCN(CC(O)=O)CC(=O)NC)CC(O)=O)(O)=O.C(CN(CC(O)=O)CCNCC(O)=O)(O)=O.C(C(N(CC(O)=O)CCN(CC(O)=O)CCN(CC(O)=O)CC(O)=O)COCC1C=CC=CC=1)(O)=O.C(CN(CC(O)=O)CCN(CCN(CC(O)=O)CC(O)=O)[C@H](C(O)=O)CCC(O)=O)(O)=O.CC(OC(=O)[C@H](CCC(O)=O)N(CCN(CC(OC(C)(C)C)=O)CC(=O)OC(C)(C)C)CCN(CC(=O)OC(C)(C)C)CC(=O)OC(C)(C)C)(C)C.N[C@H](C(O)=O)CCCCN.C(N(CC(O)=O)CC(O)=O)CN(CC(O)=O)CC(O)=O.N1(CC(O)=O)CCNCCN(CC(O)=O)CCN(CC(O)=O)CC1.N1(CC(O)=O)CCCCN(CC(O)=O)CCN(CC(O)=O)CCN(CC(O)=O)CC1.OC(C)CN1CCN(CC(O)=O)CCN(CC(O)=O)CCN(CC(O)=O)CC1, predict the reaction product. (3) Given the reactants [Cl:1][C:2]1[C:11]2[C:6](=[CH:7][CH:8]=[C:9]([C:12](OC)=[O:13])[CH:10]=2)[N:5]=[C:4]([N:16]2[CH2:22][C:21]3[CH:23]=[CH:24][CH:25]=[CH:26][C:20]=3[S:19][CH2:18][CH2:17]2)[CH:3]=1.[NH3:27], predict the reaction product. The product is: [Cl:1][C:2]1[C:11]2[C:6](=[CH:7][CH:8]=[C:9]([C:12]([NH2:27])=[O:13])[CH:10]=2)[N:5]=[C:4]([N:16]2[CH2:22][C:21]3[CH:23]=[CH:24][CH:25]=[CH:26][C:20]=3[S:19][CH2:18][CH2:17]2)[CH:3]=1.